This data is from HIV replication inhibition screening data with 41,000+ compounds from the AIDS Antiviral Screen. The task is: Binary Classification. Given a drug SMILES string, predict its activity (active/inactive) in a high-throughput screening assay against a specified biological target. (1) The compound is Cc1ccc(S(=O)(=O)N2CCCN(S(=O)(=O)c3ccc(C)cc3)CCN(S(=O)(=O)c3ccc(C)cc3)CCCSCC2)cc1. The result is 0 (inactive). (2) The drug is Cl.N=c1n(CC(=O)NC23CC4CC(CC(C4)C2)C3)c2ccccc2n1Cc1ccc(Cl)cc1. The result is 0 (inactive). (3) The drug is Cc1ccccc1C=NC12CC3CC(CC(C3)C1)C2. The result is 0 (inactive). (4) The compound is CCOc1ccc(N=Cc2cccc3cccnc23)cc1. The result is 0 (inactive). (5) The molecule is COc1cc2c(cc1OC)C1Cc3cc(OC)c(OC)cc3N1CC2. The result is 0 (inactive). (6) The molecule is COC1OC(C(C)O)C2OC(C)(C)OC12. The result is 0 (inactive). (7) The compound is CC(=O)Oc1ccc(OC(Oc2ccccc2)c2ccccc2)cc1. The result is 1 (active). (8) The molecule is Cc1cc(N(CCC#N)CCC#N)ccc1C=C(NC(=O)C=Cc1ccccc1)NC(=O)Nc1ccc(Cl)cc1. The result is 0 (inactive). (9) The molecule is O=C1Nc2ccccc2NC1C1OC(c2ccccc2)=CC1=O. The result is 0 (inactive). (10) The drug is Cc1oc2c(C)c3oc(=O)cc(C)c3cc2c1CO. The result is 0 (inactive).